Dataset: Full USPTO retrosynthesis dataset with 1.9M reactions from patents (1976-2016). Task: Predict the reactants needed to synthesize the given product. (1) Given the product [Br:1][C:2]1[S:14][C:13]2[C:12]3[S:15][C:16]([Br:18])=[CH:17][C:11]=3[C:10]3[C:5]([C:4]=2[CH:3]=1)=[CH:47][C:55]([CH2:56][CH2:57][CH2:58][CH2:59][CH2:60][CH2:61][CH2:62][CH3:63])=[C:54]([CH2:53][CH2:89][CH2:90][CH2:91][CH2:92][CH2:93][CH2:88][CH3:94])[CH:50]=3, predict the reactants needed to synthesize it. The reactants are: [Br:1][C:2]1[S:14][C:13]2[C:4](=[C:5]3[C:10](=[C:11]4[CH:17]=[C:16]([Br:18])[S:15][C:12]4=2)N=C(C[C@@H](C)CCCC(C)C)C(C[C@@H](C)CCCC(C)C)=N3)[CH:3]=1.CC1(C)C(C)(C)OB(C2SC3[C:50]4SC(B5OC(C)(C)C(C)(C)O5)=[CH:53][C:54]=4[C:55](CCCCCCCC)([CH2:56][CH2:57][CH2:58][CH2:59][CH2:60][CH2:61][CH2:62][CH3:63])[C:47]=3C=2)O1.C([O-])([O-])=O.[Na+].[Na+].[C:88]1([CH3:94])[CH:93]=[CH:92][CH:91]=[CH:90][CH:89]=1. (2) Given the product [C:27]([NH:26][C@@H:25]([CH:34]([CH3:36])[CH3:35])[C:24]([C:9]1[CH:14]=[CH:13][CH:12]=[CH:11][CH:10]=1)([C:2]1[CH:7]=[CH:6][CH:5]=[CH:4][CH:3]=1)[OH:23])([O:29][C:30]([CH3:31])([CH3:32])[CH3:33])=[O:28], predict the reactants needed to synthesize it. The reactants are: Br[C:2]1[CH:7]=[CH:6][CH:5]=[CH:4][CH:3]=1.Br[C:9]1[CH:14]=[CH:13][CH:12]=[CH:11][CH:10]=1.C1COCC1.II.C[O:23][C:24](=O)[C@H:25]([CH:34]([CH3:36])[CH3:35])[NH:26][C:27]([O:29][C:30]([CH3:33])([CH3:32])[CH3:31])=[O:28].[NH4+].[Cl-]. (3) Given the product [CH2:1]([O:3][C:4]([C:6]1[CH:7]=[CH:8][C:9]2[N:10]([CH2:23][CH3:24])[C:11]3[C:16]([C:17]=2[CH:18]=1)=[CH:15][C:14]([O:19][CH3:20])=[CH:13][CH:12]=3)=[O:5])[CH3:2], predict the reactants needed to synthesize it. The reactants are: [CH2:1]([O:3][C:4]([C:6]1[CH:7]=[CH:8][C:9]2[NH:10][C:11]3[C:16]([C:17]=2[CH:18]=1)=[CH:15][C:14]([O:19][CH3:20])=[CH:13][CH:12]=3)=[O:5])[CH3:2].[H-].[Na+].[CH2:23](I)[CH3:24]. (4) Given the product [OH:6][C:7]1[CH:8]=[C:9]([S:13]([NH:16][CH2:17][CH2:18][N:19]2[CH2:20][CH2:21][O:22][CH2:23][CH2:24]2)(=[O:15])=[O:14])[CH:10]=[CH:11][CH:12]=1, predict the reactants needed to synthesize it. The reactants are: B(Br)(Br)Br.C[O:6][C:7]1[CH:8]=[C:9]([S:13]([NH:16][CH2:17][CH2:18][N:19]2[CH2:24][CH2:23][O:22][CH2:21][CH2:20]2)(=[O:15])=[O:14])[CH:10]=[CH:11][CH:12]=1. (5) Given the product [CH2:14]([NH:13][C:11](=[O:12])[C:10]1[CH:16]=[CH:17][C:18]([CH3:19])=[C:8]([C:6]2[N:7]=[C:2]3[NH:30][N:31]=[C:20]([C:22]4[CH:27]=[CH:26][C:25]([F:28])=[CH:24][CH:23]=4)[C:3]3=[CH:4][CH:5]=2)[CH:9]=1)[CH3:15], predict the reactants needed to synthesize it. The reactants are: Cl[C:2]1[N:7]=[C:6]([C:8]2[CH:9]=[C:10]([CH:16]=[CH:17][C:18]=2[CH3:19])[C:11]([NH:13][CH2:14][CH3:15])=[O:12])[CH:5]=[CH:4][C:3]=1[C:20]([C:22]1[CH:27]=[CH:26][C:25]([F:28])=[CH:24][CH:23]=1)=O.O.[NH2:30][NH2:31]. (6) Given the product [F:18][C:15]1[CH:16]=[CH:17][C:12]([C:3]2[C:2]([B:22]3[O:26][C:25]([CH3:28])([CH3:27])[C:24]([CH3:30])([CH3:29])[O:23]3)=[C:6]3[O:7][CH2:8][CH2:9][CH:10]([CH3:11])[N:5]3[N:4]=2)=[CH:13][CH:14]=1, predict the reactants needed to synthesize it. The reactants are: Br[C:2]1[C:3]([C:12]2[CH:17]=[CH:16][C:15]([F:18])=[CH:14][CH:13]=2)=[N:4][N:5]2[CH:10]([CH3:11])[CH2:9][CH2:8][O:7][C:6]=12.C([B:22]1[O:26][C:25]([CH3:28])([CH3:27])[C:24]([CH3:30])([CH3:29])[O:23]1)(C)C. (7) Given the product [Cl:1][C:2]1[CH:3]=[C:4]([C:8]#[C:9][C:10]2[CH:11]=[CH:12][C:13]([F:29])=[C:14]([C@:16]3([CH3:28])[C:22]([F:24])([F:23])[C:21]([CH3:26])([CH3:25])[O:20][CH2:19][C:18](=[S:39])[NH:17]3)[CH:15]=2)[CH:5]=[CH:6][CH:7]=1, predict the reactants needed to synthesize it. The reactants are: [Cl:1][C:2]1[CH:3]=[C:4]([C:8]#[C:9][C:10]2[CH:11]=[CH:12][C:13]([F:29])=[C:14]([C@:16]3([CH3:28])[C:22]([F:24])([F:23])[C:21]([CH3:26])([CH3:25])[O:20][CH2:19][C:18](=O)[NH:17]3)[CH:15]=2)[CH:5]=[CH:6][CH:7]=1.COC1C=CC(P2(SP(C3C=CC(OC)=CC=3)(=S)S2)=[S:39])=CC=1. (8) Given the product [Cl:1][C:2]1[CH:3]=[C:4]([NH:16][C:17]2[C:29]3[C:28]4[CH2:27][CH2:26][N:25]([C:30](=[O:42])[CH:31]=[CH:32][CH2:33][CH2:34][OH:35])[CH2:24][C:23]=4[S:22][C:21]=3[N:20]=[CH:19][N:18]=2)[CH:5]=[CH:6][C:7]=1[O:8][CH2:9][C:10]1[CH:15]=[CH:14][CH:13]=[CH:12][N:11]=1, predict the reactants needed to synthesize it. The reactants are: [Cl:1][C:2]1[CH:3]=[C:4]([NH:16][C:17]2[C:29]3[C:28]4[CH2:27][CH2:26][N:25]([C:30](=[O:42])[CH:31]=[CH:32][CH2:33][CH2:34][O:35]C5CCCCO5)[CH2:24][C:23]=4[S:22][C:21]=3[N:20]=[CH:19][N:18]=2)[CH:5]=[CH:6][C:7]=1[O:8][CH2:9][C:10]1[CH:15]=[CH:14][CH:13]=[CH:12][N:11]=1.C1(C)C=CC(S([O-])(=O)=O)=CC=1.[NH+]1C=CC=CC=1.